Dataset: Catalyst prediction with 721,799 reactions and 888 catalyst types from USPTO. Task: Predict which catalyst facilitates the given reaction. (1) Reactant: [N:1]1[C:5]2[CH:6]=[CH:7][CH:8]=[N:9][C:4]=2[NH:3][CH:2]=1.[H-].[Na+].Cl[CH2:13][C:14]1[CH:24]=[CH:23][C:17]2[N:18]=[C:19]([S:21][CH3:22])[O:20][C:16]=2[CH:15]=1.O. Product: [N:1]1[C:5]2[C:4](=[N:9][CH:8]=[CH:7][CH:6]=2)[N:3]([CH2:13][C:14]2[CH:24]=[CH:23][C:17]3[N:18]=[C:19]([S:21][CH3:22])[O:20][C:16]=3[CH:15]=2)[CH:2]=1. The catalyst class is: 3. (2) Reactant: [NH2:1][C:2]1[CH:3]=[C:4]2[C:17](=[CH:18][CH:19]=1)[CH2:16][C@:6]1([C:14]3[C:9](=[N:10][CH:11]=[CH:12][CH:13]=3)[NH:8][C:7]1=[O:15])[CH2:5]2.[I:20]N1C(=O)CCC1=O. Product: [NH2:1][C:2]1[CH:3]=[C:4]2[C:17](=[CH:18][C:19]=1[I:20])[CH2:16][C@:6]1([C:14]3[C:9](=[N:10][CH:11]=[CH:12][CH:13]=3)[NH:8][C:7]1=[O:15])[CH2:5]2. The catalyst class is: 1. (3) Product: [N:19]1[CH:24]=[CH:23][CH:22]=[CH:21][C:20]=1[S:25][C:2]1[N:3]=[CH:4][N:5]2[CH:9]=[CH:8][S:7][C:6]=12. The catalyst class is: 1. Reactant: I[C:2]1[N:3]=[CH:4][N:5]2[CH:9]=[CH:8][S:7][C:6]=12.C([Mg]Br)C.C1COCC1.[N:19]1[CH:24]=[CH:23][CH:22]=[CH:21][C:20]=1[S:25](=O)([S:25][C:20]1[CH:21]=[CH:22][CH:23]=[CH:24][N:19]=1)=O.[Cl-].[NH4+]. (4) Product: [CH3:13][C:14]1([CH3:49])[CH2:18][C:17]2[CH:19]=[C:20]([C:23]3[C:28](=[O:29])[N:27]([CH2:30][C:31]4[CH:36]=[CH:35][C:34]([C:37]5[CH:42]=[CH:41][CH:40]=[CH:39][C:38]=5[C:43]5[NH:3][C:4](=[O:7])[O:5][N:44]=5)=[CH:33][CH:32]=4)[C:26]([CH2:45][CH2:46][CH3:47])=[N:25][C:24]=3[CH3:48])[CH:21]=[CH:22][C:16]=2[O:15]1. The catalyst class is: 6. Reactant: [Cl-].O[NH3+:3].[C:4](=[O:7])([O-])[OH:5].[Na+].CS(C)=O.[CH3:13][C:14]1([CH3:49])[CH2:18][C:17]2[CH:19]=[C:20]([C:23]3[C:28](=[O:29])[N:27]([CH2:30][C:31]4[CH:36]=[CH:35][C:34]([C:37]5[C:38]([C:43]#[N:44])=[CH:39][CH:40]=[CH:41][CH:42]=5)=[CH:33][CH:32]=4)[C:26]([CH2:45][CH2:46][CH3:47])=[N:25][C:24]=3[CH3:48])[CH:21]=[CH:22][C:16]=2[O:15]1.